From a dataset of Reaction yield outcomes from USPTO patents with 853,638 reactions. Predict the reaction yield, written as a fraction of the theoretical maximum amount of product (1.0 means a 100% yield; for example, 0.34 means a 34% yield). (1) The reactants are [CH3:1][C:2]([CH3:34])([CH2:5][C@@:6]1([C:28]2[CH:33]=[CH:32][CH:31]=[CH:30][CH:29]=2)[O:11][C:10](=[O:12])[N:9]([C@H:13]([C:15]2[CH:20]=[CH:19][C:18]([C:21]3[CH:26]=[CH:25][C:24](=[O:27])[NH:23][CH:22]=3)=[CH:17][CH:16]=2)[CH3:14])[CH2:8][CH2:7]1)[C:3]#[N:4].[CH3:35]I.[H-].[Na+]. The catalyst is C1COCC1. The product is [CH3:34][C:2]([CH3:1])([CH2:5][C@@:6]1([C:28]2[CH:33]=[CH:32][CH:31]=[CH:30][CH:29]=2)[O:11][C:10](=[O:12])[N:9]([C@H:13]([C:15]2[CH:20]=[CH:19][C:18]([C:21]3[CH:26]=[CH:25][C:24](=[O:27])[N:23]([CH3:35])[CH:22]=3)=[CH:17][CH:16]=2)[CH3:14])[CH2:8][CH2:7]1)[C:3]#[N:4]. The yield is 0.850. (2) The reactants are CS(O[CH:6]1[CH2:11][CH2:10][N:9]([C:12]([O:14][C:15]([CH3:18])([CH3:17])[CH3:16])=[O:13])[CH2:8][CH2:7]1)(=O)=O.[NH2:19][C:20]1[S:21][C:22]2[CH:28]=[C:27]([SH:29])[CH:26]=[CH:25][C:23]=2[N:24]=1.C(=O)([O-])[O-].[K+].[K+].[BH4-].[Na+]. The catalyst is CC#N.CCO. The product is [NH2:19][C:20]1[S:21][C:22]2[CH:28]=[C:27]([S:29][CH:6]3[CH2:7][CH2:8][N:9]([C:12]([O:14][C:15]([CH3:16])([CH3:17])[CH3:18])=[O:13])[CH2:10][CH2:11]3)[CH:26]=[CH:25][C:23]=2[N:24]=1. The yield is 0.920. (3) The reactants are [CH:1]1([CH:4]([NH:25]C(=O)OC(C)(C)C)[C:5](=[O:24])[NH:6][CH2:7][C:8]2[CH:9]=[C:10]([C:14]3[CH:19]=[CH:18][C:17]([C:20]([F:23])([F:22])[F:21])=[CH:16][CH:15]=3)[CH:11]=[CH:12][CH:13]=2)[CH2:3][CH2:2]1.O1CCOCC1. The catalyst is Cl. The product is [NH2:25][CH:4]([CH:1]1[CH2:2][CH2:3]1)[C:5]([NH:6][CH2:7][C:8]1[CH:9]=[C:10]([C:14]2[CH:19]=[CH:18][C:17]([C:20]([F:21])([F:22])[F:23])=[CH:16][CH:15]=2)[CH:11]=[CH:12][CH:13]=1)=[O:24]. The yield is 0.990. (4) The reactants are [Br:1][C:2]1[CH:7]=[C:6]([N+:8]([O-])=O)[C:5]([F:11])=[CH:4][C:3]=1[CH3:12].O.O.Cl[Sn]Cl.C([O-])(O)=O.[Na+]. The catalyst is C(O)C. The product is [Br:1][C:2]1[C:3]([CH3:12])=[CH:4][C:5]([F:11])=[C:6]([CH:7]=1)[NH2:8]. The yield is 0.300. (5) The reactants are [C:1]([OH:10])(=O)[C:2]1[C:3](=[CH:5][CH:6]=[CH:7][CH:8]=1)[OH:4].[F:11][C:12]([F:25])([F:24])[C:13]1[CH:19]=[CH:18][C:17]([C:20]([F:23])([F:22])[F:21])=[CH:16][C:14]=1[NH2:15].P(Cl)(Cl)Cl.ClC1C=CC=CC=1. The catalyst is C(OCC)(=O)C. The product is [OH:4][C:3]1[CH:5]=[CH:6][CH:7]=[CH:8][C:2]=1[C:1]([NH:15][C:14]1[CH:16]=[C:17]([C:20]([F:21])([F:22])[F:23])[CH:18]=[CH:19][C:13]=1[C:12]([F:11])([F:24])[F:25])=[O:10]. The yield is 0.478. (6) The reactants are [Si:1]([O:8][CH2:9][C@@H:10]1[C@H:14]2[O:15][C:16]([CH3:19])([CH3:18])[O:17][C@H:13]2[C@H:12]([N:20]2[CH:28]=[N:27][C:26]3[C:21]2=[N:22][CH:23]=[N:24][C:25]=3[CH:29]=[CH2:30])[O:11]1)([C:4]([CH3:7])([CH3:6])[CH3:5])([CH3:3])[CH3:2].[CH3:31][O-:32].[Na+]. The catalyst is C(Cl)Cl. The product is [Si:1]([O:8][CH2:9][C@@H:10]1[C@H:14]2[O:15][C:16]([CH3:19])([CH3:18])[O:17][C@H:13]2[C@H:12]([N:20]2[CH:28]=[N:27][C:26]3[C:21]2=[N:22][CH:23]=[N:24][C:25]=3[CH2:29][CH2:30][O:32][CH3:31])[O:11]1)([C:4]([CH3:7])([CH3:6])[CH3:5])([CH3:2])[CH3:3]. The yield is 0.660. (7) The reactants are Br[CH2:2][C:3]1[CH:8]=[CH:7][C:6]([C:9]2[C:10]3[NH:14][C:13]([C:15]([C:51]4[C:56]([CH3:57])=[CH:55][C:54]([CH3:58])=[CH:53][C:52]=4[CH3:59])=[C:16]4[N:50]=[C:19]([C:20]([C:41]5[C:46]([CH3:47])=[CH:45][C:44]([CH3:48])=[CH:43][C:42]=5[CH3:49])=[C:21]5[NH:40][C:24](=[C:25]([C:31]6[C:36]([CH3:37])=[CH:35][C:34]([CH3:38])=[CH:33][C:32]=6[CH3:39])[C:26]6[CH:27]=[CH:28][C:29]=2[N:30]=6)[CH:23]=[CH:22]5)[CH:18]=[CH:17]4)=[CH:12][CH:11]=3)=[CH:5][CH:4]=1.[CH3:60][O:61][P:62]([O:65]C)[O:63][CH3:64]. The catalyst is C1(C)C=CC=CC=1. The product is [CH3:60][O:61][P:62]([CH2:2][C:3]1[CH:8]=[CH:7][C:6]([C:9]2[C:10]3[NH:14][C:13]([C:15]([C:51]4[C:56]([CH3:57])=[CH:55][C:54]([CH3:58])=[CH:53][C:52]=4[CH3:59])=[C:16]4[N:50]=[C:19]([C:20]([C:41]5[C:46]([CH3:47])=[CH:45][C:44]([CH3:48])=[CH:43][C:42]=5[CH3:49])=[C:21]5[NH:40][C:24](=[C:25]([C:31]6[C:36]([CH3:37])=[CH:35][C:34]([CH3:38])=[CH:33][C:32]=6[CH3:39])[C:26]6[CH:27]=[CH:28][C:29]=2[N:30]=6)[CH:23]=[CH:22]5)[CH:18]=[CH:17]4)=[CH:12][CH:11]=3)=[CH:5][CH:4]=1)([O:63][CH3:64])=[O:65]. The yield is 0.790. (8) The catalyst is C(Cl)(Cl)Cl. The product is [CH2:17]([O:16][CH2:15][C:8]1[N:9]([CH2:10][C:11]([OH:14])([CH3:13])[CH3:12])[C:2]([I:3])=[C:6]([C:5]#[N:4])[N:7]=1)[CH3:18]. The yield is 0.570. The reactants are I[CH2:2][I:3].[NH2:4][C:5]1[N:9]([CH2:10][C:11]([OH:14])([CH3:13])[CH3:12])[C:8]([CH2:15][O:16][CH2:17][CH3:18])=[N:7][C:6]=1C#N.N(OCCC(C)C)=O.